From a dataset of Full USPTO retrosynthesis dataset with 1.9M reactions from patents (1976-2016). Predict the reactants needed to synthesize the given product. (1) Given the product [O:28]1[C:29]2[CH:30]=[CH:31][C:23]([CH2:22][NH:32][C:19]([C:7]3[CH:8]=[C:9]4[C:4](=[CH:5][CH:6]=3)[NH:3][C:2](=[O:1])[N:11]([CH2:12][C:13]3[S:14][CH:15]=[CH:16][CH:17]=3)[C:10]4=[O:18])=[O:21])=[CH:24][C:25]=2[O:26][CH2:27]1, predict the reactants needed to synthesize it. The reactants are: [O:1]=[C:2]1[N:11]([CH2:12][C:13]2[S:14][CH:15]=[CH:16][CH:17]=2)[C:10](=[O:18])[C:9]2[C:4](=[CH:5][CH:6]=[C:7]([C:19]([OH:21])=O)[CH:8]=2)[NH:3]1.[CH2:22]([NH2:32])[C:23]1[CH:31]=[CH:30][C:29]2[O:28][CH2:27][O:26][C:25]=2[CH:24]=1.C(Cl)Cl.CO.CS(C)=O. (2) Given the product [CH3:14][C:4]1[N:5]=[C:6]([CH2:8][CH2:9][NH2:10])[O:7][CH:3]=1.[CH2:25]([C:22]1[N:21]=[C:16]([CH2:15][CH2:14][NH2:11])[O:24][CH:23]=1)[CH3:26], predict the reactants needed to synthesize it. The reactants are: C([C:3]1[O:7][C:6]([CH2:8][CH2:9][NH2:10])=[N:5][CH:4]=1)C.[N:11]([CH2:14][CH:15](O)[C:16](C)(C)C)=[N+]=[N-].[NH2:21][CH:22]([CH2:25][CH3:26])[CH2:23][OH:24].NC(C)CO. (3) Given the product [CH2:19]([O:21][C:22](=[O:25])[CH2:23][O:1][C:2]1[CH:7]=[CH:6][CH:5]=[C:4]([C:8](=[O:12])[CH2:9][CH2:10][CH3:11])[CH:3]=1)[CH3:20], predict the reactants needed to synthesize it. The reactants are: [OH:1][C:2]1[CH:3]=[C:4]([C:8](=[O:12])[CH2:9][CH2:10][CH3:11])[CH:5]=[CH:6][CH:7]=1.C([O-])([O-])=O.[K+].[K+].[CH2:19]([O:21][C:22](=[O:25])[CH2:23]Br)[CH3:20]. (4) Given the product [CH3:10][NH:11][C:12](=[O:13])[O:9][CH2:8][C:4]1[N:3]=[C:2]([Cl:1])[CH:7]=[CH:6][N:5]=1, predict the reactants needed to synthesize it. The reactants are: [Cl:1][C:2]1[CH:7]=[CH:6][N:5]=[C:4]([CH2:8][OH:9])[N:3]=1.[CH3:10][N:11]=[C:12]=[O:13].O. (5) Given the product [Cl:18][C:19]1[CH:20]=[C:21]([CH:25]=[C:26]([Cl:28])[CH:27]=1)[C:22]([NH:8][C:5]1[CH:6]=[CH:7][C:2]([F:1])=[C:3]([N+:9]([O-:11])=[O:10])[CH:4]=1)=[O:23], predict the reactants needed to synthesize it. The reactants are: [F:1][C:2]1[CH:7]=[CH:6][C:5]([NH2:8])=[CH:4][C:3]=1[N+:9]([O-:11])=[O:10].N1C=CC=CC=1.[Cl:18][C:19]1[CH:20]=[C:21]([CH:25]=[C:26]([Cl:28])[CH:27]=1)[C:22](Cl)=[O:23]. (6) Given the product [C:30]([C:10]1[CH:11]=[C:12]([NH:13][C:14]([NH:16][C:17]2[CH:22]=[CH:21][C:20]([O:23][C:24]3[CH:25]=[CH:26][N:27]=[CH:28][CH:29]=3)=[CH:19][CH:18]=2)=[O:15])[N:8]([C:5]2[CH:6]=[CH:7][C:2]([NH:1][C:38](=[O:39])[CH2:37][CH2:36][O:35][CH3:34])=[CH:3][CH:4]=2)[N:9]=1)([CH3:33])([CH3:32])[CH3:31], predict the reactants needed to synthesize it. The reactants are: [NH2:1][C:2]1[CH:7]=[CH:6][C:5]([N:8]2[C:12]([NH:13][C:14]([NH:16][C:17]3[CH:22]=[CH:21][C:20]([O:23][C:24]4[CH:29]=[CH:28][N:27]=[CH:26][CH:25]=4)=[CH:19][CH:18]=3)=[O:15])=[CH:11][C:10]([C:30]([CH3:33])([CH3:32])[CH3:31])=[N:9]2)=[CH:4][CH:3]=1.[CH3:34][O:35][CH2:36][CH2:37][C:38](Cl)=[O:39].CCN(CC)CC.